From a dataset of Forward reaction prediction with 1.9M reactions from USPTO patents (1976-2016). Predict the product of the given reaction. (1) Given the reactants [N:1]1[CH:6]=[CH:5][CH:4]=[C:3]([C:7]2([O:18][CH2:19][CH2:20][N:21]3[CH2:25][CH2:24][CH2:23][CH2:22]3)[CH2:17][CH2:16][C:10]3([CH2:15][CH2:14][NH:13][CH2:12][CH2:11]3)[CH2:9][CH2:8]2)[CH:2]=1.C(N(CC)CC)C.[CH3:33][O:34][C:35]1[CH:40]=[C:39]([CH3:41])[C:38]([S:42]([N:45]2[CH2:50][CH2:49][CH2:48][CH2:47][CH:46]2[CH2:51][CH2:52][CH2:53][S:54](Cl)(=[O:56])=[O:55])(=[O:44])=[O:43])=[C:37]([CH3:58])[CH:36]=1, predict the reaction product. The product is: [CH3:33][O:34][C:35]1[CH:36]=[C:37]([CH3:58])[C:38]([S:42]([N:45]2[CH2:50][CH2:49][CH2:48][CH2:47][CH:46]2[CH2:51][CH2:52][CH2:53][S:54]([N:13]2[CH2:12][CH2:11][C:10]3([CH2:9][CH2:8][C:7]([C:3]4[CH:2]=[N:1][CH:6]=[CH:5][CH:4]=4)([O:18][CH2:19][CH2:20][N:21]4[CH2:25][CH2:24][CH2:23][CH2:22]4)[CH2:17][CH2:16]3)[CH2:15][CH2:14]2)(=[O:55])=[O:56])(=[O:44])=[O:43])=[C:39]([CH3:41])[CH:40]=1. (2) Given the reactants [NH2:1][C:2]1[C:7]([C:8]2[CH:16]=[C:15]([F:17])[C:11]([C:12](O)=[O:13])=[C:10]([C:18]#[N:19])[CH:9]=2)=[CH:6][C:5]([CH:20]2[CH2:25][CH2:24][O:23][CH2:22][CH2:21]2)=[CH:4][N:3]=1.[CH2:26]([NH2:33])[C:27]1[CH:32]=[CH:31][CH:30]=[CH:29][CH:28]=1.C(N(CC)CC)C.C(P1(=O)OP(CCC)(=O)OP(CCC)(=O)O1)CC.C([O-])(O)=O.[Na+], predict the reaction product. The product is: [NH2:1][C:2]1[C:7]([C:8]2[CH:16]=[C:15]([F:17])[C:11]([C:12]([NH:33][CH2:26][C:27]3[CH:32]=[CH:31][CH:30]=[CH:29][CH:28]=3)=[O:13])=[C:10]([C:18]#[N:19])[CH:9]=2)=[CH:6][C:5]([CH:20]2[CH2:25][CH2:24][O:23][CH2:22][CH2:21]2)=[CH:4][N:3]=1. (3) Given the reactants [NH2:1][C:2]1[C:11]2[N:12]=[C:13]([CH2:15][CH2:16][CH3:17])[S:14][C:10]=2[C:9]2[CH:8]=[CH:7][C:6]([O:18][CH2:19][CH2:20][O:21][CH2:22][CH2:23][NH:24]C(=O)OC(C)(C)C)=[CH:5][C:4]=2[N:3]=1.Cl, predict the reaction product. The product is: [NH2:24][CH2:23][CH2:22][O:21][CH2:20][CH2:19][O:18][C:6]1[CH:7]=[CH:8][C:9]2[C:10]3[S:14][C:13]([CH2:15][CH2:16][CH3:17])=[N:12][C:11]=3[C:2]([NH2:1])=[N:3][C:4]=2[CH:5]=1. (4) Given the reactants [CH:1]([N:3]1[CH2:8][CH2:7][N:6]([C:9]([O:11][C:12]([CH3:15])([CH3:14])[CH3:13])=[O:10])[CH2:5][CH:4]1[C:16]([O:18]C)=[O:17])=[O:2].[OH-].[Na+:21], predict the reaction product. The product is: [C:12]([O:11][C:9]([N:6]1[CH2:7][CH2:8][N:3]([CH:1]=[O:2])[CH:4]([C:16]([O-:18])=[O:17])[CH2:5]1)=[O:10])([CH3:15])([CH3:13])[CH3:14].[Na+:21]. (5) Given the reactants [N+:1]([C:4]1[CH:5]=[C:6]([OH:10])[CH:7]=[CH:8][CH:9]=1)([O-:3])=[O:2].[H-].[Na+].Cl[CH2:14][O:15][CH3:16], predict the reaction product. The product is: [N+:1]([C:4]1[CH:5]=[C:6]([O:10][CH2:14][O:15][CH3:16])[CH:7]=[CH:8][CH:9]=1)([O-:3])=[O:2]. (6) Given the reactants [Cl:1][C:2]1[C:6]2[CH:7]=[C:8]([CH:13]=[O:14])[C:9](F)=[C:10]([F:11])[C:5]=2[O:4][N:3]=1.CCN(C(C)C)C(C)C.[CH3:24][C@H:25]1[O:30][C@@H:29]([CH3:31])[CH2:28][NH:27][CH2:26]1, predict the reaction product. The product is: [Cl:1][C:2]1[C:6]2[CH:7]=[C:8]([CH:13]=[O:14])[C:9]([N:27]3[CH2:26][C@H:25]([CH3:24])[O:30][C@H:29]([CH3:31])[CH2:28]3)=[C:10]([F:11])[C:5]=2[O:4][N:3]=1. (7) The product is: [C:5]([N:13]1[C:12]2[C:11](=[CH:10][C:9]([Br:8])=[CH:15][CH:14]=2)[C:16]([CH3:17])=[N:23]1)(=[O:7])[CH3:6]. Given the reactants C(O[C:5](=[O:7])[CH3:6])(=O)C.[Br:8][C:9]1[CH:15]=[CH:14][C:12]([NH2:13])=[C:11]([CH2:16][CH3:17])[CH:10]=1.CC([O-])=O.[K+].[N:23](OCCC(C)C)=O.C1OCCOCCOCCOCCOCCOC1, predict the reaction product. (8) Given the reactants [CH3:1][C:2]1[CH:10]=[CH:9][C:5]([C:6](O)=[O:7])=[CH:4][C:3]=1[S:11](=[O:14])(=[O:13])[NH2:12].S(Cl)([Cl:17])=O, predict the reaction product. The product is: [CH3:1][C:2]1[CH:10]=[CH:9][C:5]([C:6]([Cl:17])=[O:7])=[CH:4][C:3]=1[S:11](=[O:14])(=[O:13])[NH2:12].